Dataset: Forward reaction prediction with 1.9M reactions from USPTO patents (1976-2016). Task: Predict the product of the given reaction. The product is: [C:1]([O:5][C:6](=[O:13])[N:7]([CH2:20][C:19]1[CH:22]=[CH:23][C:16]([O:15][CH3:14])=[CH:17][CH:18]=1)[N:8]1[CH:12]=[CH:11][CH:10]=[CH:9]1)([CH3:4])([CH3:2])[CH3:3]. Given the reactants [C:1]([O:5][C:6](=[O:13])[NH:7][N:8]1[CH:12]=[CH:11][CH:10]=[CH:9]1)([CH3:4])([CH3:3])[CH3:2].[CH3:14][O:15][C:16]1[CH:23]=[CH:22][C:19]([CH2:20]Cl)=[CH:18][CH:17]=1.[H-].[Na+], predict the reaction product.